From a dataset of Forward reaction prediction with 1.9M reactions from USPTO patents (1976-2016). Predict the product of the given reaction. (1) Given the reactants [I:1][CH2:2][CH3:3].[N:4]1([C:9]2[CH:14]=[CH:13][N:12]=[CH:11][CH:10]=2)[CH2:8][CH2:7][CH2:6][CH2:5]1, predict the reaction product. The product is: [I-:1].[CH2:2]([N+:12]1[CH:13]=[CH:14][C:9]([N:4]2[CH2:5][CH2:6][CH2:7][CH2:8]2)=[CH:10][CH:11]=1)[CH3:3]. (2) The product is: [F:1][C:2]1[CH:10]=[C:9]2[C:5]([CH2:6][CH2:7][CH:8]2[OH:11])=[CH:4][CH:3]=1. Given the reactants [F:1][C:2]1[CH:10]=[C:9]2[C:5]([CH2:6][CH2:7][C:8]2=[O:11])=[CH:4][CH:3]=1.[BH4-].[Na+], predict the reaction product. (3) The product is: [CH:33]1([CH:23]([NH:24][C:25]([C:27]2[CH:32]=[N:31][CH:30]=[CH:29][N:28]=2)=[O:26])[C:22]([NH:21][CH:16]([C:17]([CH3:19])([CH3:20])[CH3:18])[C:15]([N:6]2[CH:5]([C:3]([OH:4])=[O:2])[CH2:9][C:8]3([S:10][CH2:11][CH2:12][CH2:13][S:14]3)[CH2:7]2)=[O:40])=[O:39])[CH2:34][CH2:35][CH2:36][CH2:37][CH2:38]1. Given the reactants C[O:2][C:3]([CH:5]1[CH2:9][C:8]2([S:14][CH2:13][CH2:12][CH2:11][S:10]2)[CH2:7][N:6]1[C:15](=[O:40])[CH:16]([NH:21][C:22](=[O:39])[CH:23]([CH:33]1[CH2:38][CH2:37][CH2:36][CH2:35][CH2:34]1)[NH:24][C:25]([C:27]1[CH:32]=[N:31][CH:30]=[CH:29][N:28]=1)=[O:26])[C:17]([CH3:20])([CH3:19])[CH3:18])=[O:4].[Li+].[OH-], predict the reaction product.